This data is from Catalyst prediction with 721,799 reactions and 888 catalyst types from USPTO. The task is: Predict which catalyst facilitates the given reaction. (1) Reactant: Br[C:2]1[C:3]2[N:10]([CH2:11][CH3:12])[C:9]([C:13]3[C:14]([NH2:18])=[N:15][O:16][N:17]=3)=[N:8][C:4]=2[CH:5]=[N:6][CH:7]=1.[CH3:19][O:20][C:21]1[CH:28]=[CH:27][C:24]([CH:25]=[CH2:26])=[CH:23][CH:22]=1.C(N(CC)CC)C. Product: [CH2:11]([N:10]1[C:3]2[C:2](/[CH:26]=[CH:25]/[C:24]3[CH:27]=[CH:28][C:21]([O:20][CH3:19])=[CH:22][CH:23]=3)=[CH:7][N:6]=[CH:5][C:4]=2[N:8]=[C:9]1[C:13]1[C:14]([NH2:18])=[N:15][O:16][N:17]=1)[CH3:12]. The catalyst class is: 167. (2) Reactant: [OH:1][C:2]1[CH:7]=[CH:6][C:5]([CH:8]([C:14]#[C:15][CH3:16])[CH2:9][C:10]([O:12][CH3:13])=[O:11])=[CH:4][CH:3]=1.C(=O)([O-])[O-].[K+].[K+].[CH2:23](Br)[C:24]1[CH:29]=[CH:28][CH:27]=[CH:26][CH:25]=1. Product: [CH2:23]([O:1][C:2]1[CH:3]=[CH:4][C:5]([CH:8]([C:14]#[C:15][CH3:16])[CH2:9][C:10]([O:12][CH3:13])=[O:11])=[CH:6][CH:7]=1)[C:24]1[CH:29]=[CH:28][CH:27]=[CH:26][CH:25]=1. The catalyst class is: 10. (3) Reactant: [ClH:1].O1CCOCC1.[Cl:8][C:9]1[CH:14]=[CH:13][C:12]([C@H:15]([C:28]([N:30]2[CH2:35][CH2:34][N:33]([C:36]3[C:37]4[CH:44]([CH3:45])[CH2:43][CH2:42][C:38]=4[N:39]=[CH:40][N:41]=3)[CH2:32][CH2:31]2)=[O:29])[CH2:16][C:17]([NH:20]C(=O)OC(C)(C)C)([CH3:19])[CH3:18])=[CH:11][CH:10]=1. Product: [ClH:8].[ClH:1].[NH2:20][C:17]([CH3:18])([CH3:19])[CH2:16][C@H:15]([C:12]1[CH:13]=[CH:14][C:9]([Cl:8])=[CH:10][CH:11]=1)[C:28]([N:30]1[CH2:31][CH2:32][N:33]([C:36]2[C:37]3[CH:44]([CH3:45])[CH2:43][CH2:42][C:38]=3[N:39]=[CH:40][N:41]=2)[CH2:34][CH2:35]1)=[O:29]. The catalyst class is: 12. (4) Reactant: [F:1][C:2]([F:13])([F:12])[C:3]1[CH:8]=[CH:7][C:6]([S:9]([O-:11])=[O:10])=[CH:5][CH:4]=1.[Li+].Cl[CH2:16][C:17]1[N:18]=[C:19]([C:23]2[CH:32]=[CH:31][C:26]([C:27]([O:29][CH3:30])=[O:28])=[CH:25][CH:24]=2)[O:20][C:21]=1[CH3:22].C(=O)([O-])[O-].[K+].[K+]. Product: [CH3:22][C:21]1[O:20][C:19]([C:23]2[CH:32]=[CH:31][C:26]([C:27]([O:29][CH3:30])=[O:28])=[CH:25][CH:24]=2)=[N:18][C:17]=1[CH2:16][S:9]([C:6]1[CH:5]=[CH:4][C:3]([C:2]([F:1])([F:12])[F:13])=[CH:8][CH:7]=1)(=[O:11])=[O:10]. The catalyst class is: 9. (5) Reactant: C1(C)C=CC(S(Cl)(=O)=O)=CC=1.[CH2:12]([O:14][CH2:15][C:16]1[N:17]([CH2:40][CH2:41][CH3:42])[C:18]2[C:27]3[CH:26]=[C:25]([O:28][CH2:29][CH2:30][CH2:31][N:32]4[CH2:36][CH2:35][CH2:34][C:33]4=[O:37])[CH:24]=[CH:23][C:22]=3[N+:21]([O-])=[CH:20][C:19]=2[N:39]=1)[CH3:13].[OH-].[NH4+:44]. Product: [NH2:44][C:20]1[C:19]2[N:39]=[C:16]([CH2:15][O:14][CH2:12][CH3:13])[N:17]([CH2:40][CH2:41][CH3:42])[C:18]=2[C:27]2[CH:26]=[C:25]([O:28][CH2:29][CH2:30][CH2:31][N:32]3[CH2:36][CH2:35][CH2:34][C:33]3=[O:37])[CH:24]=[CH:23][C:22]=2[N:21]=1. The catalyst class is: 4. (6) Reactant: S(Cl)([Cl:3])=O.[CH2:5]([C:7]1[CH:12]=[CH:11][C:10]([S:13]([CH2:16][CH2:17]O)(=[O:15])=[O:14])=[CH:9][CH:8]=1)[CH3:6].N1C=CC=CC=1. Product: [Cl:3][CH2:17][CH2:16][S:13]([C:10]1[CH:11]=[CH:12][C:7]([CH2:5][CH3:6])=[CH:8][CH:9]=1)(=[O:15])=[O:14]. The catalyst class is: 11.